From a dataset of hERG potassium channel inhibition data for cardiac toxicity prediction from Karim et al.. Regression/Classification. Given a drug SMILES string, predict its toxicity properties. Task type varies by dataset: regression for continuous values (e.g., LD50, hERG inhibition percentage) or binary classification for toxic/non-toxic outcomes (e.g., AMES mutagenicity, cardiotoxicity, hepatotoxicity). Dataset: herg_karim. (1) The molecule is CN(C)C(=O)C(CO)N(C)Cc1ccc2c(c1)CC[C@H](N1CCN(CCc3ccc(F)cc3)CC1=O)C2. The result is 0 (non-blocker). (2) The result is 1 (blocker). The drug is C[C@@H]1CCCN1C1CC(c2ccc(-c3cncnc3)cc2)C1. (3) The compound is CS(=O)(=O)Nc1ccc(OCC(O)CNCCc2ccc(Cl)c(F)c2)cc1. The result is 1 (blocker). (4) The molecule is COC1COCCC1N[C@@H]1C[C@H]2CN(C3COC3)C[C@@]2(C(=O)N2CCc3ncc(C(F)(F)F)cc3C2)C1. The result is 0 (non-blocker).